Dataset: Forward reaction prediction with 1.9M reactions from USPTO patents (1976-2016). Task: Predict the product of the given reaction. (1) Given the reactants [Br:1][C:2]1[CH:7]=[CH:6][N:5]=[C:4]([C:8]#[N:9])[CH:3]=1.[CH3:10][O:11][CH2:12][CH2:13][CH2:14][Mg]Cl.CO.[BH4-].[Na+], predict the reaction product. The product is: [Br:1][C:2]1[CH:7]=[CH:6][N:5]=[C:4]([CH:8]([NH2:9])[CH2:14][CH2:13][CH2:12][O:11][CH3:10])[CH:3]=1. (2) Given the reactants [CH3:1][O:2][C:3]([C@@H:5]1[CH2:14][C:13]2[C:8](=[CH:9][C:10]([OH:16])=[C:11]([NH2:15])[CH:12]=2)[CH2:7][N:6]1[C:17]([O:19][CH:20]([CH3:22])[CH3:21])=[O:18])=[O:4].O.C(=O)(O)[O-].[Na+].Cl[CH:30]([C:34]1[CH:39]=[CH:38][C:37]([O:40][CH2:41][C:42]2[CH:47]=[CH:46][C:45]([Cl:48])=[C:44]([Cl:49])[CH:43]=2)=[CH:36][CH:35]=1)[C:31](Cl)=[O:32], predict the reaction product. The product is: [CH3:1][O:2][C:3]([CH:5]1[CH2:14][C:13]2[CH:12]=[C:11]3[C:10]([O:16][C@@H:30]([C:34]4[CH:39]=[CH:38][C:37]([O:40][CH2:41][C:42]5[CH:47]=[CH:46][C:45]([Cl:48])=[C:44]([Cl:49])[CH:43]=5)=[CH:36][CH:35]=4)[C:31](=[O:32])[NH:15]3)=[CH:9][C:8]=2[CH2:7][N:6]1[C:17]([O:19][CH:20]([CH3:22])[CH3:21])=[O:18])=[O:4]. (3) Given the reactants CO[CH2:3][N:4]([CH2:10][C:11]1[CH:16]=[CH:15][CH:14]=[CH:13][CH:12]=1)[CH2:5][Si](C)(C)C.[CH3:17][C:18](=[O:21])[C:19]#[CH:20].FC(F)(F)C(O)=O, predict the reaction product. The product is: [CH2:10]([N:4]1[CH2:3][CH:20]=[C:19]([C:18](=[O:21])[CH3:17])[CH2:5]1)[C:11]1[CH:12]=[CH:13][CH:14]=[CH:15][CH:16]=1. (4) Given the reactants [H-].[Na+].[Cl:3][C:4]1[CH:9]=[C:8]([C:10]2[NH:18][C:17]3[C:12](=[N:13][CH:14]=[CH:15][CH:16]=3)[C:11]=2[C:19]2[CH:24]=[CH:23][C:22]([F:25])=[CH:21][CH:20]=2)[CH:7]=[CH:6][N:5]=1.[CH2:26](Br)[CH:27]=[CH2:28].[Cl-].[NH4+], predict the reaction product. The product is: [CH2:28]([N:18]1[C:17]2[C:12](=[N:13][CH:14]=[CH:15][CH:16]=2)[C:11]([C:19]2[CH:24]=[CH:23][C:22]([F:25])=[CH:21][CH:20]=2)=[C:10]1[C:8]1[CH:7]=[CH:6][N:5]=[C:4]([Cl:3])[CH:9]=1)[CH:27]=[CH2:26].